Task: Predict the product of the given reaction.. Dataset: Forward reaction prediction with 1.9M reactions from USPTO patents (1976-2016) (1) Given the reactants [NH2:1][C:2]1[CH:3]=[C:4]([C:8]2[S:30][C:11]3=[N:12][C:13]([N:17]4[CH2:22][CH2:21][N:20](C(OC(C)(C)C)=O)[CH2:19][CH2:18]4)=[CH:14][C:15](=[O:16])[N:10]3[N:9]=2)[CH:5]=[N:6][CH:7]=1.CC(OC([NH:38][CH2:39][C:40](O)=[O:41])=O)(C)C.CN(C(ON1N=NC2C=CC=NC1=2)=[N+](C)C)C.F[P-](F)(F)(F)(F)F.CCN(C(C)C)C(C)C, predict the reaction product. The product is: [NH2:38][CH2:39][C:40]([NH:1][C:2]1[CH:7]=[N:6][CH:5]=[C:4]([C:8]2[S:30][C:11]3=[N:12][C:13]([N:17]4[CH2:18][CH2:19][NH:20][CH2:21][CH2:22]4)=[CH:14][C:15](=[O:16])[N:10]3[N:9]=2)[CH:3]=1)=[O:41]. (2) The product is: [Cl:1][C:2]1[CH:3]=[C:4]([CH3:11])[C:5]([C:6]([OH:8])=[O:7])=[C:9]([I:20])[CH:10]=1. Given the reactants [Cl:1][C:2]1[CH:10]=[CH:9][C:5]([C:6]([OH:8])=[O:7])=[C:4]([CH3:11])[CH:3]=1.C(O)(=O)C.C(O)(=O)C.[I:20]C1C=CC=CC=1.II, predict the reaction product. (3) Given the reactants [CH2:1]([C:3]1[N:4]=[C:5]([C@@H:8]([NH:19][C:20](=[O:37])[C@@H:21]([NH:29][C:30](=[O:36])[O:31][C:32](C)(C)C)[CH2:22][C:23]2[CH:28]=[CH:27][CH:26]=[CH:25][CH:24]=2)[CH2:9][C:10]2[CH:15]=[CH:14][C:13]([N+:16]([O-:18])=[O:17])=[CH:12][CH:11]=2)[S:6][CH:7]=1)[CH3:2].ClC(OC)=O.O, predict the reaction product. The product is: [CH3:32][O:31][C:30](=[O:36])[NH:29][C@@H:21]([CH2:22][C:23]1[CH:28]=[CH:27][CH:26]=[CH:25][CH:24]=1)[C:20]([NH:19][C@H:8]([C:5]1[S:6][CH:7]=[C:3]([CH2:1][CH3:2])[N:4]=1)[CH2:9][C:10]1[CH:11]=[CH:12][C:13]([N+:16]([O-:18])=[O:17])=[CH:14][CH:15]=1)=[O:37]. (4) Given the reactants Cl[CH2:2][C:3]1[C:4]([S:9][CH:10]([CH3:12])[CH3:11])=[N:5][CH:6]=[CH:7][CH:8]=1.C([O:15][C:16](=[O:28])[C:17]([CH3:27])([CH3:26])[CH2:18][C:19]1[CH:24]=[CH:23][C:22]([OH:25])=[CH:21][CH:20]=1)C, predict the reaction product. The product is: [CH:10]([S:9][C:4]1[C:3]([CH2:2][O:25][C:22]2[CH:21]=[CH:20][C:19]([CH2:18][C:17]([CH3:27])([CH3:26])[C:16]([OH:28])=[O:15])=[CH:24][CH:23]=2)=[CH:8][CH:7]=[CH:6][N:5]=1)([CH3:12])[CH3:11].